This data is from Reaction yield outcomes from USPTO patents with 853,638 reactions. The task is: Predict the reaction yield, written as a fraction of the theoretical maximum amount of product (1.0 means a 100% yield; for example, 0.34 means a 34% yield). The reactants are [C:1]([C:4]1[CH:9]=[CH:8][C:7]([S:10]([NH:13][C:14]2[CH:15]=[C:16]([C:21]3[CH:33]=[CH:32][C:24]4[N:25]=[C:26]([NH:28][C:29](=[O:31])[CH3:30])[S:27][C:23]=4[CH:22]=3)[CH:17]=[N:18][C:19]=2[Cl:20])(=[O:12])=[O:11])=[CH:6][CH:5]=1)(=[O:3])[CH3:2].[BH4-].[Na+]. The catalyst is C1COCC1.CO.O.CS(C)=O. The product is [Cl:20][C:19]1[N:18]=[CH:17][C:16]([C:21]2[CH:33]=[CH:32][C:24]3[N:25]=[C:26]([NH:28][C:29](=[O:31])[CH3:30])[S:27][C:23]=3[CH:22]=2)=[CH:15][C:14]=1[NH:13][S:10]([C:7]1[CH:6]=[CH:5][C:4]([CH:1]([OH:3])[CH3:2])=[CH:9][CH:8]=1)(=[O:12])=[O:11]. The yield is 0.600.